Binary Classification. Given a drug SMILES string, predict its activity (active/inactive) in a high-throughput screening assay against a specified biological target. From a dataset of M1 muscarinic receptor antagonist screen with 61,756 compounds. (1) The compound is S(=O)(=O)(N1CCN(CC1)CC(=O)c1ccc(OCC)cc1)c1ccc(F)cc1. The result is 0 (inactive). (2) The compound is S1(=O)(=O)CC(N(Cc2occc2)C(=O)c2cc(OCCCC)ccc2)CC1. The result is 0 (inactive). (3) The molecule is o1c2c(n(CCCCCn3c4c(oc3=O)cccc4)c1=O)cccc2. The result is 0 (inactive).